Dataset: Catalyst prediction with 721,799 reactions and 888 catalyst types from USPTO. Task: Predict which catalyst facilitates the given reaction. (1) Reactant: [CH3:1][C:2]1([CH3:20])[C:10]2[C:5](=[CH:6][CH:7]=[CH:8][CH:9]=2)[N:4]([C:11]2[C:16]([N+:17]([O-])=O)=[CH:15][CH:14]=[CH:13][N:12]=2)[CH2:3]1. Product: [CH3:1][C:2]1([CH3:20])[C:10]2[C:5](=[CH:6][CH:7]=[CH:8][CH:9]=2)[N:4]([C:11]2[C:16]([NH2:17])=[CH:15][CH:14]=[CH:13][N:12]=2)[CH2:3]1. The catalyst class is: 19. (2) Reactant: C[O:2][C:3](=[O:22])[C@H:4]([CH:19]([CH3:21])[CH3:20])[NH:5][C:6]([N:8]([CH3:18])[CH2:9][C:10]1[N:11]=[C:12]([CH:15]([CH3:17])[CH3:16])[S:13][CH:14]=1)=[O:7].C1COCC1.Cl. Product: [CH3:18][N:8]([C:6]([NH:5][C@H:4]([C:3]([OH:22])=[O:2])[CH:19]([CH3:20])[CH3:21])=[O:7])[CH2:9][C:10]1[N:11]=[C:12]([CH:15]([CH3:17])[CH3:16])[S:13][CH:14]=1. The catalyst class is: 6. (3) Reactant: [CH2:1]([O:3][C:4]([C:6]1([C:9]2[CH:14]=[CH:13][C:12]([C:15]3[CH:20]=[CH:19][C:18]([C:21]4[S:22][C:23]([F:29])=CC=4C(O)=O)=[CH:17][CH:16]=3)=[CH:11][CH:10]=2)[CH2:8][CH2:7]1)=[O:5])[CH3:2].C([N:32]([CH2:35][CH3:36])[CH2:33]C)C.C1(P(N=[N+]=[N-])(C2C=CC=CC=2)=[O:44])C=CC=CC=1.[CH3:54][C:55]1[S:56][CH:57]=[CH:58][C:59]=1[CH:60]([OH:62])[CH3:61]. Product: [CH2:1]([O:3][C:4]([C:6]1([C:9]2[CH:10]=[CH:11][C:12]([C:15]3[CH:16]=[CH:17][C:18]([C:21]4[S:22][C:23]([F:29])=[CH:36][C:35]=4[NH:32][C:33]([O:62][CH:60]([C:59]4[CH:58]=[CH:57][S:56][C:55]=4[CH3:54])[CH3:61])=[O:44])=[CH:19][CH:20]=3)=[CH:13][CH:14]=2)[CH2:8][CH2:7]1)=[O:5])[CH3:2]. The catalyst class is: 727. (4) Reactant: [CH3:1][O:2][C:3](=[O:11])[C:4]1[CH:9]=[CH:8][CH:7]=[CH:6][C:5]=1[NH2:10].C(N(CC)CC)C.[CH2:19]([O:26][C:27]1[CH:35]=[CH:34][C:30]([C:31](Cl)=[O:32])=[CH:29][CH:28]=1)[C:20]1[CH:25]=[CH:24][CH:23]=[CH:22][CH:21]=1. Product: [CH3:1][O:2][C:3](=[O:11])[C:4]1[CH:9]=[CH:8][CH:7]=[CH:6][C:5]=1[NH:10][C:31](=[O:32])[C:30]1[CH:29]=[CH:28][C:27]([O:26][CH2:19][C:20]2[CH:21]=[CH:22][CH:23]=[CH:24][CH:25]=2)=[CH:35][CH:34]=1. The catalyst class is: 4. (5) Reactant: [OH:1][C:2]1[CH:7]=[CH:6][C:5]([N:8]2[C:16](=[O:17])[C:15]3[C@@H:14]4[C:18]([CH3:20])([CH3:19])[C@@:11]([CH3:21])([CH2:12][CH2:13]4)[C:10]=3[NH:9]2)=[CH:4][CH:3]=1.I[CH3:23]. Product: [OH:1][C:2]1[CH:7]=[CH:6][C:5]([N:8]2[C:16](=[O:17])[C:15]3[C@@H:14]4[C:18]([CH3:20])([CH3:19])[C@@:11]([CH3:21])([CH2:12][CH2:13]4)[C:10]=3[N:9]2[CH3:23])=[CH:4][CH:3]=1. The catalyst class is: 9. (6) Reactant: ON1C2C=CC=CC=2N=N1.Cl.C(N=C=NCCCN(C)C)C.[C:23]([O:27][C:28]([N:30]1[CH2:35][CH2:34][O:33][C@@H:32]([C:36]([OH:38])=O)[CH2:31]1)=[O:29])([CH3:26])([CH3:25])[CH3:24].Cl.[CH3:40][O:41][C:42]1[CH:52]=[CH:51][C:45]([CH2:46][NH:47][CH:48]2[CH2:50][CH2:49]2)=[CH:44][C:43]=1[O:53][CH2:54][CH2:55][CH2:56][O:57][CH3:58]. Product: [CH:48]1([N:47]([CH2:46][C:45]2[CH:51]=[CH:52][C:42]([O:41][CH3:40])=[C:43]([O:53][CH2:54][CH2:55][CH2:56][O:57][CH3:58])[CH:44]=2)[C:36]([C@@H:32]2[O:33][CH2:34][CH2:35][N:30]([C:28]([O:27][C:23]([CH3:24])([CH3:25])[CH3:26])=[O:29])[CH2:31]2)=[O:38])[CH2:49][CH2:50]1. The catalyst class is: 681. (7) Reactant: [OH:1][C:2]1[CH:3]=[CH:4][CH:5]=[C:6]2[C:11]=1[N:10]=[CH:9][CH:8]=[CH:7]2.[CH2:12]=O.[NH:14]1[CH2:19][CH2:18][O:17][CH2:16][CH2:15]1. Product: [N:14]1([C:3]2[C:2]([OH:1])=[C:11]3[C:6]([CH:7]=[CH:8][C:9]([CH3:12])=[N:10]3)=[CH:5][CH:4]=2)[CH2:19][CH2:18][O:17][CH2:16][CH2:15]1. The catalyst class is: 8. (8) Reactant: [C:1]([C:3]1[CH:4]=[C:5]([C:13]2[O:17][N:16]=[C:15]([C:18]3[CH:19]=[CH:20][C:21]([F:34])=[C:22]4[C:26]=3[NH:25][CH:24]=[C:23]4[CH2:27][CH2:28][C:29]([O:31][CH2:32][CH3:33])=[O:30])[N:14]=2)[CH:6]=[CH:7][C:8]=1[O:9][CH:10]([CH3:12])[CH3:11])#[N:2].I[CH3:36].[OH-].[K+]. Product: [C:1]([C:3]1[CH:4]=[C:5]([C:13]2[O:17][N:16]=[C:15]([C:18]3[CH:19]=[CH:20][C:21]([F:34])=[C:22]4[C:26]=3[N:25]([CH3:36])[CH:24]=[C:23]4[CH2:27][CH2:28][C:29]([O:31][CH2:32][CH3:33])=[O:30])[N:14]=2)[CH:6]=[CH:7][C:8]=1[O:9][CH:10]([CH3:11])[CH3:12])#[N:2]. The catalyst class is: 16.